This data is from Reaction yield outcomes from USPTO patents with 853,638 reactions. The task is: Predict the reaction yield, written as a fraction of the theoretical maximum amount of product (1.0 means a 100% yield; for example, 0.34 means a 34% yield). (1) The yield is 0.610. The product is [Cl:9][C:6]1[CH:5]=[C:4]([C:10]2([C:25]([F:26])([F:27])[F:28])[O:14][N:13]=[C:12]([C:15]3[CH:23]=[CH:22][C:18]([C:19]([NH:63][CH2:64][C:65]4[CH:66]=[CH:67][C:68]5[C:72]([CH3:74])([CH3:73])[O:71][B:70]([OH:75])[C:69]=5[CH:76]=4)=[O:21])=[C:17]([CH3:24])[CH:16]=3)[CH2:11]2)[CH:3]=[C:2]([Cl:1])[C:7]=1[F:8]. The catalyst is CN(C=O)C.CC(=O)OCC.O. The reactants are [Cl:1][C:2]1[CH:3]=[C:4]([C:10]2([C:25]([F:28])([F:27])[F:26])[O:14][N:13]=[C:12]([C:15]3[CH:23]=[CH:22][C:18]([C:19]([OH:21])=O)=[C:17]([CH3:24])[CH:16]=3)[CH2:11]2)[CH:5]=[C:6]([Cl:9])[C:7]=1[F:8].CN(C(ON1N=NC2C=CC=NC1=2)=[N+](C)C)C.F[P-](F)(F)(F)(F)F.CCN(C(C)C)C(C)C.Cl.[NH2:63][CH2:64][C:65]1[CH:66]=[CH:67][C:68]2[C:72]([CH3:74])([CH3:73])[O:71][B:70]([OH:75])[C:69]=2[CH:76]=1. (2) The reactants are CO[CH:3]1[CH2:7][CH2:6][CH:5](OC)O1.C(O)(=O)C.C([CH:16]1[C:21](=[O:22])[NH:20][C:18](=[O:19])[C@@:17]1([NH2:28])[C:23]([O:25][CH2:26][CH3:27])=[O:24])C. The catalyst is C(OCC)(=O)C. The product is [CH:7]([NH:28][CH:17]([CH3:18])[CH3:16])([CH3:3])[CH3:6].[CH2:26]([O:25][C:23]([C@@:17]1([N:28]2[CH:3]=[CH:7][CH:6]=[CH:5]2)[CH2:16][C:21](=[O:22])[NH:20][C:18]1=[O:19])=[O:24])[CH3:27]. The yield is 0.880. (3) The reactants are [C:1]([O:5][C:6](=[O:28])[NH:7][CH2:8][CH2:9][CH:10]([N:12]1[CH2:17][CH2:16][CH:15]([NH:18][CH2:19][C:20]2[CH:25]=[CH:24][CH:23]=[C:22]([C:26]#[N:27])[N:21]=2)[CH2:14][CH2:13]1)[CH3:11])([CH3:4])([CH3:3])[CH3:2].[CH2:29]([N:31]=[C:32]=[O:33])[CH3:30]. The catalyst is ClCCCl. The product is [C:1]([O:5][C:6](=[O:28])[NH:7][CH2:8][CH2:9][CH:10]([N:12]1[CH2:13][CH2:14][CH:15]([N:18]([CH2:19][C:20]2[CH:25]=[CH:24][CH:23]=[C:22]([C:26]#[N:27])[N:21]=2)[C:32]([NH:31][CH2:29][CH3:30])=[O:33])[CH2:16][CH2:17]1)[CH3:11])([CH3:2])([CH3:3])[CH3:4]. The yield is 0.950. (4) The reactants are [Cl:1][C:2]1[CH:10]=[C:6]([C:7]([OH:9])=O)[C:5]([OH:11])=[CH:4][CH:3]=1.[CH2:12]([O:14][C:15]([C:17]1[S:21][C:20]([NH2:22])=[N:19][C:18]=1[C:23]1[CH:28]=[CH:27][CH:26]=[CH:25][CH:24]=1)=[O:16])[CH3:13]. No catalyst specified. The product is [CH2:12]([O:14][C:15]([C:17]1[S:21][C:20]([NH:22][C:7](=[O:9])[C:6]2[CH:10]=[C:2]([Cl:1])[CH:3]=[CH:4][C:5]=2[OH:11])=[N:19][C:18]=1[C:23]1[CH:28]=[CH:27][CH:26]=[CH:25][CH:24]=1)=[O:16])[CH3:13]. The yield is 0.694.